This data is from Reaction yield outcomes from USPTO patents with 853,638 reactions. The task is: Predict the reaction yield, written as a fraction of the theoretical maximum amount of product (1.0 means a 100% yield; for example, 0.34 means a 34% yield). (1) The reactants are [NH2:1][C:2]1[CH:7]=[C:6]([Cl:8])[CH:5]=[CH:4][C:3]=1[SH:9].[CH3:10][N:11]([CH3:16])[C:12](=[O:15])[CH:13]=[CH2:14].CC(O)=O. The catalyst is C(Cl)Cl. The product is [NH2:1][C:2]1[CH:7]=[C:6]([Cl:8])[CH:5]=[CH:4][C:3]=1[S:9][CH2:14][CH2:13][C:12]([N:11]([CH3:16])[CH3:10])=[O:15]. The yield is 0.540. (2) The reactants are [F:1][C:2]([F:18])([F:17])[C:3]([C:6]1[CH:11]=[CH:10][C:9]([O:12][CH3:13])=[CH:8][C:7]=1[CH2:14][CH2:15][OH:16])(O)[CH3:4].C(N(CC)CC)C.CS(Cl)(=O)=O.COC1C=CC(C(O)(C)C(F)(F)F)=C(CCOS(C)(=O)=O)C=1.Cl. The catalyst is ClCCl.CC#N. The product is [CH3:13][O:12][C:9]1[CH:8]=[C:7]2[C:6](=[CH:11][CH:10]=1)[C:3]([CH3:4])([C:2]([F:18])([F:17])[F:1])[O:16][CH2:15][CH2:14]2. The yield is 0.730. (3) The yield is 0.460. The product is [OH:1][C@@H:2]([C@@H:13]([N:20]1[C:28]2[C:23](=[CH:24][C:25]([O:29][CH2:34][C:33]3[CH:36]=[CH:37][CH:38]=[CH:39][C:32]=3[O:31][CH3:30])=[CH:26][CH:27]=2)[CH:22]=[CH:21]1)[C:14]1[CH:19]=[CH:18][CH:17]=[CH:16][CH:15]=1)[CH2:3][N:4]([CH3:12])[C:5](=[O:11])[O:6][C:7]([CH3:9])([CH3:10])[CH3:8]. The catalyst is C(#N)C. The reactants are [OH:1][C@@H:2]([C@@H:13]([N:20]1[C:28]2[C:23](=[CH:24][C:25]([OH:29])=[CH:26][CH:27]=2)[CH:22]=[CH:21]1)[C:14]1[CH:19]=[CH:18][CH:17]=[CH:16][CH:15]=1)[CH2:3][N:4]([CH3:12])[C:5](=[O:11])[O:6][C:7]([CH3:10])([CH3:9])[CH3:8].[CH3:30][O:31][C:32]1[CH:39]=[CH:38][CH:37]=[CH:36][C:33]=1[CH2:34]Cl.C(=O)([O-])[O-].[Cs+].[Cs+]. (4) The reactants are [NH:1]1[CH2:6][CH2:5][NH:4][CH2:3][CH2:2]1.F[C:8]1[CH:13]=[CH:12][C:11]([N+:14]([O-:16])=[O:15])=[CH:10][C:9]=1[F:17]. The catalyst is CS(C)=O.CCOC(C)=O. The product is [F:17][C:9]1[CH:10]=[C:11]([N+:14]([O-:16])=[O:15])[CH:12]=[CH:13][C:8]=1[N:1]1[CH2:6][CH2:5][NH:4][CH2:3][CH2:2]1. The yield is 1.00. (5) The reactants are C(C([CH2:18][C:19]([C:21]1[CH:30]=[C:29]([O:31][CH3:32])[C:24]2[O:25][CH2:26][CH2:27][O:28][C:23]=2[C:22]=1[O:33][CH3:34])=[O:20])C(C1C=CC=CC=1)=O)(=O)C1C=CC=CC=1.[OH-:35].[Na+]. The catalyst is CCO. The product is [CH3:34][O:33][C:22]1[C:23]2[O:28][CH2:27][CH2:26][O:25][C:24]=2[C:29]([O:31][CH3:32])=[CH:30][C:21]=1[C:19](=[O:20])[CH2:18][C:19]([C:21]1[CH:30]=[CH:29][CH:24]=[CH:23][CH:22]=1)=[O:35]. The yield is 0.880. (6) The reactants are [C:1]([O:7][CH2:8][CH3:9])(=[O:6])[CH2:2][C:3]([CH3:5])=O.[Cl:10][C:11]1[C:18]([Cl:19])=[CH:17][CH:16]=[CH:15][C:12]=1[CH:13]=O.[NH4+:20].[OH-:21]. The catalyst is CCO.C(Cl)Cl. The product is [Cl:10][C:11]1[C:18]([Cl:19])=[CH:17][CH:16]=[CH:15][C:12]=1[CH:13]1[C:2]([C:1]([O:7][CH2:8][CH3:9])=[O:6])=[C:3]([CH3:5])[NH:20][C:3]([CH3:5])=[C:2]1[C:1]([O:7][CH2:8][CH3:9])=[O:21]. The yield is 0.210. (7) The reactants are [F:1][C:2]1[CH:3]=[C:4]([C:9]2(O)[CH2:14][CH2:13][O:12][CH2:11][CH2:10]2)[CH:5]=[C:6]([F:8])[CH:7]=1.CS(Cl)(=O)=O.C1CCN2C(=NCCC2)CC1. The catalyst is C(Cl)Cl. The product is [F:1][C:2]1[CH:3]=[C:4]([C:9]2[CH2:14][CH2:13][O:12][CH2:11][CH:10]=2)[CH:5]=[C:6]([F:8])[CH:7]=1. The yield is 0.380.